This data is from Catalyst prediction with 721,799 reactions and 888 catalyst types from USPTO. The task is: Predict which catalyst facilitates the given reaction. (1) Reactant: [CH3:1][O:2][C:3]1[CH:8]=[CH:7][C:6]([C:9]([O:11][CH3:12])=[O:10])=[CH:5][C:4]=1[S:13]([NH:16][C@@H:17]1[CH2:21][CH2:20][N:19]([C:22](OC(C)(C)C)=O)[CH2:18]1)(=[O:15])=[O:14].Cl.CC[N:32](C(C)C)C(C)C.BrC#N.C(O)C(N)(CO)CO. Product: [C:22]([N:19]1[CH2:20][CH2:21][C@@H:17]([NH:16][S:13]([C:4]2[CH:5]=[C:6]([CH:7]=[CH:8][C:3]=2[O:2][CH3:1])[C:9]([O:11][CH3:12])=[O:10])(=[O:14])=[O:15])[CH2:18]1)#[N:32]. The catalyst class is: 135. (2) Reactant: [CH2:1](O)[CH2:2][CH2:3][CH2:4][CH2:5][CH2:6][CH:7]=[CH:8][CH:9]=[CH:10][CH2:11][CH3:12].N1C=CC=CC=1.CN(C)C=O.CS([Cl:29])(=O)=O. Product: [Cl:29][CH2:1][CH2:2][CH2:3][CH2:4][CH2:5][CH2:6][CH:7]=[CH:8][CH:9]=[CH:10][CH2:11][CH3:12]. The catalyst class is: 805. (3) Reactant: [C:1]([O:5][C:6](=[O:18])[NH:7][C@H:8]([CH2:11][C:12]1[CH:17]=[CH:16][CH:15]=[CH:14][CH:13]=1)[CH:9]=O)([CH3:4])([CH3:3])[CH3:2].[F:19][C:20]1[CH:25]=[CH:24][C:23]([C:26]([CH:28]2[CH2:33][CH2:32][NH:31][CH2:30][CH2:29]2)=[O:27])=[CH:22][CH:21]=1.C(O[BH-](OC(=O)C)OC(=O)C)(=O)C.[Na+]. Product: [C:1]([O:5][C:6](=[O:18])[NH:7][C@H:8]([CH2:11][C:12]1[CH:17]=[CH:16][CH:15]=[CH:14][CH:13]=1)[CH2:9][N:31]1[CH2:32][CH2:33][CH:28]([C:26](=[O:27])[C:23]2[CH:22]=[CH:21][C:20]([F:19])=[CH:25][CH:24]=2)[CH2:29][CH2:30]1)([CH3:4])([CH3:3])[CH3:2]. The catalyst class is: 7. (4) Reactant: Cl.[NH2:2][CH2:3][C:4]1[CH:9]=[CH:8][C:7]([C:10]2[CH:26]=[CH:25][C:13]([O:14][CH:15]([CH3:24])[CH2:16][NH:17][S:18]([CH:21]([CH3:23])[CH3:22])(=[O:20])=[O:19])=[CH:12][CH:11]=2)=[CH:6][CH:5]=1.C(N(CC)CC)C.[C:34](Cl)(=[O:38])[CH:35]([CH3:37])[CH3:36]. Product: [CH3:36][CH:35]([CH3:37])[C:34]([NH:2][CH2:3][C:4]1[CH:5]=[CH:6][C:7]([C:10]2[CH:26]=[CH:25][C:13]([O:14][CH:15]([CH3:24])[CH2:16][NH:17][S:18]([CH:21]([CH3:22])[CH3:23])(=[O:20])=[O:19])=[CH:12][CH:11]=2)=[CH:8][CH:9]=1)=[O:38]. The catalyst class is: 2. (5) Reactant: [F:1][C:2]([F:14])([F:13])[C:3]1[CH:4]=[C:5](O)[CH:6]=[CH:7][C:8]=1[N+:9]([O-:11])=[O:10].[H-].[Na+].[Cl-].[C:18](=[O:20])=O.C1[CH2:25][O:24][CH2:23][CH2:22]1. Product: [F:1][C:2]([F:14])([F:13])[C:3]1[CH:4]=[C:5]([CH2:25][O:24][CH2:23][CH2:22][O:20][CH3:18])[CH:6]=[CH:7][C:8]=1[N+:9]([O-:11])=[O:10]. The catalyst class is: 32. (6) Reactant: [C:1]([NH:4][C@H:5]1[CH2:9][CH2:8][NH:7][CH2:6]1)(=[O:3])[CH3:2].[Cl:10][C:11]1[N:20]=[C:19](Cl)[C:18]2[C:13](=[CH:14][C:15]([O:24][CH3:25])=[C:16]([O:22][CH3:23])[CH:17]=2)[N:12]=1. Product: [Cl:10][C:11]1[N:20]=[C:19]([N:7]2[CH2:8][CH2:9][C@H:5]([NH:4][C:1](=[O:3])[CH3:2])[CH2:6]2)[C:18]2[C:13](=[CH:14][C:15]([O:24][CH3:25])=[C:16]([O:22][CH3:23])[CH:17]=2)[N:12]=1. The catalyst class is: 8.